Dataset: Reaction yield outcomes from USPTO patents with 853,638 reactions. Task: Predict the reaction yield, written as a fraction of the theoretical maximum amount of product (1.0 means a 100% yield; for example, 0.34 means a 34% yield). (1) The reactants are [NH2:1][C:2]1[C:3]([F:23])=[C:4]([N:9]([CH2:16][C:17]2[CH:22]=[CH:21][CH:20]=[CH:19][CH:18]=2)[S:10]([CH2:13][CH2:14][CH3:15])(=[O:12])=[O:11])[CH:5]=[CH:6][C:7]=1[F:8].C[Al](C)C.[Cl:28][C:29]1[C:30]2[N:37]([CH3:38])[CH:36]=[C:35]([C:39](OCC)=[O:40])[C:31]=2[N:32]=[CH:33][N:34]=1.O1CCOCC1. The catalyst is C1(C)C=CC=CC=1.CCCCCC. The product is [CH2:16]([N:9]([C:4]1[C:3]([F:23])=[C:2]([NH:1][C:39]([C:35]2[C:31]3[N:32]=[CH:33][N:34]=[C:29]([Cl:28])[C:30]=3[N:37]([CH3:38])[CH:36]=2)=[O:40])[C:7]([F:8])=[CH:6][CH:5]=1)[S:10]([CH2:13][CH2:14][CH3:15])(=[O:12])=[O:11])[C:17]1[CH:18]=[CH:19][CH:20]=[CH:21][CH:22]=1. The yield is 0.700. (2) The reactants are [F:1][C:2]1[C:3]([O:30]CC2C=CC=CC=2)=[C:4]([C:8]2[N:13]([CH2:14][CH2:15][C:16]3[CH:21]=[CH:20][CH:19]=[CH:18][CH:17]=3)[C:12](=[O:22])[C:11]([C:23]3[S:27][C:26]([CH3:28])=[N:25][CH:24]=3)=[C:10]([CH3:29])[N:9]=2)[CH:5]=[CH:6][CH:7]=1.Br. The catalyst is C(O)(=O)C. The product is [F:1][C:2]1[C:3]([OH:30])=[C:4]([C:8]2[N:13]([CH2:14][CH2:15][C:16]3[CH:17]=[CH:18][CH:19]=[CH:20][CH:21]=3)[C:12](=[O:22])[C:11]([C:23]3[S:27][C:26]([CH3:28])=[N:25][CH:24]=3)=[C:10]([CH3:29])[N:9]=2)[CH:5]=[CH:6][CH:7]=1. The yield is 0.550. (3) The reactants are C(OC(N=NC(OCC)=O)=O)C.[CH3:13][O:14][C:15](=[O:23])[C:16]1[CH:21]=[CH:20][C:19]([OH:22])=[CH:18][CH:17]=1.C1(P(C2C=CC=CC=2)C2C=CC=CC=2)C=CC=CC=1.[CH2:43]([O:50][CH2:51][CH2:52][CH2:53][CH2:54]O)[C:44]1[CH:49]=[CH:48][CH:47]=[CH:46][CH:45]=1. The catalyst is O1CCCC1.CCCCCC.C1(P(C2C=CC=CC=2)C2C=CC=CC=2)C=CC=CC=1. The product is [CH3:13][O:14][C:15](=[O:23])[C:16]1[CH:21]=[CH:20][C:19]([O:22][CH2:54][CH2:53][CH2:52][CH2:51][O:50][CH2:43][C:44]2[CH:49]=[CH:48][CH:47]=[CH:46][CH:45]=2)=[CH:18][CH:17]=1. The yield is 0.924.